This data is from Full USPTO retrosynthesis dataset with 1.9M reactions from patents (1976-2016). The task is: Predict the reactants needed to synthesize the given product. Given the product [N:1]1([C:10]2[CH:11]=[CH:12][C:13]([O:16][CH2:53][CH2:52][CH2:51][C:43]3[S:42][C:41]([N:38]4[CH2:37][CH2:36][C:35]5[C:40](=[C:31]([C:29](=[O:30])[NH:28][C:20]6[S:19][C:23]7[CH:24]=[CH:25][CH:26]=[CH:27][C:22]=7[N:21]=6)[CH:32]=[CH:33][CH:34]=5)[CH2:39]4)=[N:45][C:44]=3[C:46]([OH:48])=[O:47])=[CH:14][CH:15]=2)[C:5]2=[N:6][CH:7]=[N:8][CH:9]=[C:4]2[CH:3]=[N:2]1, predict the reactants needed to synthesize it. The reactants are: [N:1]1([C:10]2[CH:15]=[CH:14][C:13]([OH:16])=[CH:12][CH:11]=2)[C:5]2=[N:6][CH:7]=[N:8][CH:9]=[C:4]2[CH:3]=[N:2]1.[H-].[Na+].[S:19]1[C:23]2[CH:24]=[CH:25][CH:26]=[CH:27][C:22]=2[N:21]=[C:20]1[NH:28][C:29]([C:31]1[CH:32]=[CH:33][CH:34]=[C:35]2[C:40]=1[CH2:39][N:38]([C:41]1[S:42][C:43]([CH2:51][CH2:52][CH2:53]I)=[C:44]([C:46]([O:48]CC)=[O:47])[N:45]=1)[CH2:37][CH2:36]2)=[O:30].[OH-].[Na+].